This data is from Full USPTO retrosynthesis dataset with 1.9M reactions from patents (1976-2016). The task is: Predict the reactants needed to synthesize the given product. (1) Given the product [NH2:1][C:2](=[O:36])[CH2:3][O:4][C:5]1[C:9]([OH:10])=[C:8]([C:18]([O:20][CH2:21][CH3:22])=[O:19])[N:7]([C:23]2[CH:28]=[CH:27][C:26]([O:29][CH3:30])=[CH:25][CH:24]=2)[C:6]=1[C:31]([O:33][CH2:34][CH3:35])=[O:32], predict the reactants needed to synthesize it. The reactants are: [NH2:1][C:2](=[O:36])[CH2:3][O:4][C:5]1[C:9]([O:10]CC2C=CC=CC=2)=[C:8]([C:18]([O:20][CH2:21][CH3:22])=[O:19])[N:7]([C:23]2[CH:28]=[CH:27][C:26]([O:29][CH3:30])=[CH:25][CH:24]=2)[C:6]=1[C:31]([O:33][CH2:34][CH3:35])=[O:32]. (2) The reactants are: [N+:1]([O-:4])(O)=[O:2].[CH3:5][C:6]1[CH:12]=[C:11]([CH3:13])[CH:10]=[CH:9][C:7]=1[NH2:8].[OH-].[Na+]. Given the product [CH3:5][C:6]1[CH:12]=[C:11]([CH3:13])[CH:10]=[CH:9][C:7]=1[NH:8][N+:1]([O-:4])=[O:2], predict the reactants needed to synthesize it. (3) Given the product [OH:1][CH:2]([C:15]1[O:16][C:17]([C:20]2[CH:21]=[CH:22][CH:23]=[CH:24][CH:25]=2)=[CH:18][CH:19]=1)[CH2:3][C:4]1[CH:5]=[C:6]([CH:10]=[CH:11][C:12]([OH:14])=[O:13])[CH:7]=[CH:8][CH:9]=1, predict the reactants needed to synthesize it. The reactants are: [O:1]=[C:2]([C:15]1[O:16][C:17]([C:20]2[CH:25]=[CH:24][CH:23]=[CH:22][CH:21]=2)=[CH:18][CH:19]=1)[CH2:3][C:4]1[CH:5]=[C:6]([CH:10]=[CH:11][C:12]([OH:14])=[O:13])[CH:7]=[CH:8][CH:9]=1.[BH4-].[Na+].Cl. (4) Given the product [C:16]([C:15]1[CH:18]=[CH:19][C:12]([N:4]2[C@@H:5]([CH:7]3[CH2:11][CH2:10][CH2:9][CH2:8]3)[CH2:6][C:2]([C:32]3[CH:33]=[CH:34][C:25]([S:22]([CH3:21])(=[O:24])=[O:23])=[C:26]([CH:31]=3)[C:27]([O:29][CH3:30])=[O:28])=[N:3]2)=[N:13][C:14]=1[CH3:20])#[N:17], predict the reactants needed to synthesize it. The reactants are: Cl[C:2]1[CH2:6][C@H:5]([CH:7]2[CH2:11][CH2:10][CH2:9][CH2:8]2)[N:4]([C:12]2[CH:19]=[CH:18][C:15]([C:16]#[N:17])=[C:14]([CH3:20])[N:13]=2)[N:3]=1.[CH3:21][S:22]([C:25]1[CH:34]=[CH:33][C:32](B2OC(C)(C)C(C)(C)O2)=[CH:31][C:26]=1[C:27]([O:29][CH3:30])=[O:28])(=[O:24])=[O:23]. (5) Given the product [N:7]1([CH2:6][CH2:5][CH2:4][CH2:3][CH2:2][N:16]2[CH2:21][CH2:20][CH:19]([C:22]3[CH:27]=[CH:26][C:25]([NH:28][C:29](=[O:32])[CH2:30][CH3:31])=[CH:24][CH:23]=3)[CH2:18][CH2:17]2)[C:15]2[C:10](=[CH:11][CH:12]=[CH:13][CH:14]=2)[CH:9]=[CH:8]1, predict the reactants needed to synthesize it. The reactants are: Cl[CH2:2][CH2:3][CH2:4][CH2:5][CH2:6][N:7]1[C:15]2[C:10](=[CH:11][CH:12]=[CH:13][CH:14]=2)[CH:9]=[CH:8]1.[NH:16]1[CH2:21][CH2:20][CH:19]([C:22]2[CH:27]=[CH:26][C:25]([NH:28][C:29](=[O:32])[CH2:30][CH3:31])=[CH:24][CH:23]=2)[CH2:18][CH2:17]1.